This data is from Peptide-MHC class I binding affinity with 185,985 pairs from IEDB/IMGT. The task is: Regression. Given a peptide amino acid sequence and an MHC pseudo amino acid sequence, predict their binding affinity value. This is MHC class I binding data. (1) The peptide sequence is GYKDVILWF. The MHC is HLA-A24:02 with pseudo-sequence HLA-A24:02. The binding affinity (normalized) is 0.370. (2) The peptide sequence is VLSDLCNFL. The MHC is HLA-B57:01 with pseudo-sequence HLA-B57:01. The binding affinity (normalized) is 0.0847.